This data is from Forward reaction prediction with 1.9M reactions from USPTO patents (1976-2016). The task is: Predict the product of the given reaction. Given the reactants C(Cl)(=O)OC(C)C.[O:8]1[CH:12]=[CH:11][CH:10]=[C:9]1[C:13]([NH:15][C:16]1([C:22]([NH:24][C@H:25]([C:29](O)=[O:30])[CH:26]([CH3:28])[CH3:27])=[O:23])[CH2:21][CH2:20][CH2:19][CH2:18][CH2:17]1)=[O:14].C(N(CC)CC)C.[BH4-].[Na+], predict the reaction product. The product is: [O:8]1[CH:12]=[CH:11][CH:10]=[C:9]1[C:13]([NH:15][C:16]1([C:22]([NH:24][C@H:25]([CH2:29][OH:30])[CH:26]([CH3:28])[CH3:27])=[O:23])[CH2:21][CH2:20][CH2:19][CH2:18][CH2:17]1)=[O:14].